Dataset: Peptide-MHC class I binding affinity with 185,985 pairs from IEDB/IMGT. Task: Regression. Given a peptide amino acid sequence and an MHC pseudo amino acid sequence, predict their binding affinity value. This is MHC class I binding data. The peptide sequence is PEDPVEVALY. The MHC is HLA-A30:02 with pseudo-sequence HLA-A30:02. The binding affinity (normalized) is 0.328.